Predict the reaction yield, written as a fraction of the theoretical maximum amount of product (1.0 means a 100% yield; for example, 0.34 means a 34% yield). From a dataset of Reaction yield outcomes from USPTO patents with 853,638 reactions. (1) The catalyst is C1COCC1.O. The reactants are [OH:1][B:2]1[C:6]2[CH:7]=[CH:8][C:9]([CH:11]=O)=[CH:10][C:5]=2[C:4]([CH3:14])([CH3:13])[O:3]1.[NH2:15][OH:16].Cl.CC([O-])=O.[Na+]. The product is [OH:1][B:2]1[C:6]2[CH:7]=[CH:8][C:9]([CH:11]=[N:15][OH:16])=[CH:10][C:5]=2[C:4]([CH3:14])([CH3:13])[O:3]1. The yield is 1.00. (2) The reactants are [H-].[Al+3].[Li+].[H-].[H-].[H-].[NH2:7][C:8]1[N:20]=[C:19]([C:21]2[CH:26]=[CH:25][CH:24]=[CH:23][C:22]=2[OH:27])[CH:18]=[C:17]([C:28]2[CH:33]=[CH:32][CH:31]=[C:30]([NH2:34])[CH:29]=2)[C:9]=1[C:10](OC(C)(C)C)=[O:11]. The catalyst is C1COCC1. The product is [NH2:7][C:8]1[N:20]=[C:19]([C:21]2[CH:26]=[CH:25][CH:24]=[CH:23][C:22]=2[OH:27])[CH:18]=[C:17]([C:28]2[CH:33]=[CH:32][CH:31]=[C:30]([NH2:34])[CH:29]=2)[C:9]=1[CH2:10][OH:11]. The yield is 0.450. (3) The reactants are [C:1]([C:5]1[CH:6]=[C:7]2[C:12](=[C:13]([F:15])[CH:14]=1)[C:11](=[O:16])[N:10]([C:17]1[N:24]=[CH:23][CH:22]=[C:21]([C:25]3[CH:30]=[C:29]([NH:31][C:32]4[CH:41]=[C:35]5[CH2:36][N:37]([CH3:40])[CH2:38][CH2:39][N:34]5[N:33]=4)[C:28](=[O:42])[N:27]([CH3:43])[CH:26]=3)[C:18]=1[CH:19]=[O:20])[N:9]=[CH:8]2)([CH3:4])([CH3:3])[CH3:2].[BH4-].[Na+]. The catalyst is CO.ClCCl. The product is [C:1]([C:5]1[CH:6]=[C:7]2[C:12](=[C:13]([F:15])[CH:14]=1)[C:11](=[O:16])[N:10]([C:17]1[C:18]([CH2:19][OH:20])=[C:21]([C:25]3[CH:30]=[C:29]([NH:31][C:32]4[CH:41]=[C:35]5[CH2:36][N:37]([CH3:40])[CH2:38][CH2:39][N:34]5[N:33]=4)[C:28](=[O:42])[N:27]([CH3:43])[CH:26]=3)[CH:22]=[CH:23][N:24]=1)[N:9]=[CH:8]2)([CH3:4])([CH3:2])[CH3:3]. The yield is 0.600. (4) The reactants are [Br:1][C:2]1[CH:3]=[C:4]([C:7]([NH:9][C@@H:10]([CH2:20][C:21]2[CH:26]=[CH:25][CH:24]=[CH:23][CH:22]=2)[CH2:11][NH:12][C:13](=[O:19])[O:14][C:15]([CH3:18])([CH3:17])[CH3:16])=[O:8])[S:5][CH:6]=1.N[C@@H](CC1C=CC([Cl:48])=CC=1Cl)CN1C(=O)C2C(=CC=CC=2)C1=O.C1C(=O)N(Cl)C(=O)C1. The catalyst is CN(C=O)C. The product is [Br:1][C:2]1[CH:3]=[C:4]([C:7]([NH:9][C@@H:10]([CH2:20][C:21]2[CH:22]=[CH:23][CH:24]=[CH:25][CH:26]=2)[CH2:11][NH:12][C:13](=[O:19])[O:14][C:15]([CH3:18])([CH3:17])[CH3:16])=[O:8])[S:5][C:6]=1[Cl:48]. The yield is 0.650. (5) The reactants are [CH3:1][O:2][C:3]([C:5]1[S:6][CH:7]=[CH:8][C:9]=1[CH2:10]Br)=[O:4].CO.[NH3:14]. The catalyst is CN(C=O)C. The product is [CH3:1][O:2][C:3]([C:5]1[S:6][CH:7]=[CH:8][C:9]=1[CH2:10][NH2:14])=[O:4]. The yield is 0.860. (6) The reactants are [CH2:1]([O:8][C:9]1[C:18]([O:19][CH2:20][C:21]2[CH:26]=[CH:25][CH:24]=[CH:23][CH:22]=2)=[C:17]([C:27]([O:29]C)=[O:28])[CH:16]=[CH:15][C:10]=1[C:11]([O:13]C)=[O:12])[C:2]1[CH:7]=[CH:6][CH:5]=[CH:4][CH:3]=1.[OH-].[K+].O.O. The catalyst is C1COCC1. The product is [CH2:1]([O:8][C:9]1[C:18]([O:19][CH2:20][C:21]2[CH:26]=[CH:25][CH:24]=[CH:23][CH:22]=2)=[C:17]([C:27]([OH:29])=[O:28])[CH:16]=[CH:15][C:10]=1[C:11]([OH:13])=[O:12])[C:2]1[CH:7]=[CH:6][CH:5]=[CH:4][CH:3]=1. The yield is 0.910. (7) The product is [F:21][C:10]([F:9])([F:20])[C:11](/[N:13]=[C:14]1\[S:15][C:16]([CH3:19])=[CH:17][N:18]\1[CH2:23][C:24]1[C:33]2[C:28](=[CH:29][CH:30]=[CH:31][CH:32]=2)[CH:27]=[CH:26][CH:25]=1)=[O:12]. The catalyst is CN(C)C=O. The reactants are C(=O)([O-])[O-].[K+].[K+].[I-].[K+].[F:9][C:10]([F:21])([F:20])[C:11]([NH:13][C:14]1[S:15][C:16]([CH3:19])=[CH:17][N:18]=1)=[O:12].Cl[CH2:23][C:24]1[C:33]2[C:28](=[CH:29][CH:30]=[CH:31][CH:32]=2)[CH:27]=[CH:26][CH:25]=1.[Cl-].[Na+]. The yield is 0.792.